From a dataset of Full USPTO retrosynthesis dataset with 1.9M reactions from patents (1976-2016). Predict the reactants needed to synthesize the given product. (1) Given the product [NH2:25][C:14]1[N:13]=[C:12]([N:8]2[CH2:7][CH2:6][C:5]3[C:10](=[CH:11][C:2]([C:35]4[CH:36]=[C:31]([CH:32]=[CH:33][CH:34]=4)[C:29]([N:28]([CH3:40])[CH3:27])=[O:30])=[C:3]([F:26])[CH:4]=3)[CH2:9]2)[CH:17]=[C:16]([N:18]2[CH2:23][CH2:22][N:21]([CH3:24])[CH2:20][CH2:19]2)[N:15]=1, predict the reactants needed to synthesize it. The reactants are: Br[C:2]1[CH:11]=[C:10]2[C:5]([CH2:6][CH2:7][N:8]([C:12]3[CH:17]=[C:16]([N:18]4[CH2:23][CH2:22][N:21]([CH3:24])[CH2:20][CH2:19]4)[N:15]=[C:14]([NH2:25])[N:13]=3)[CH2:9]2)=[CH:4][C:3]=1[F:26].[CH3:27][N:28]([CH3:40])[C:29]([C:31]1[CH:32]=[C:33](B(O)O)[CH:34]=[CH:35][CH:36]=1)=[O:30]. (2) Given the product [CH2:64]([O:68][C:69](=[O:81])[NH:70][CH:71]1[CH2:72][CH2:73][N:74]([C:77](=[O:80])[CH2:78][NH:79][C:27]([C:18]2[CH:17]=[C:16]([O:15][CH2:14][C:13]([N:9]3[CH2:10][CH2:11][CH2:12][C@H:8]3[C:6](=[O:7])[NH:5][CH:1]3[CH2:4][CH2:3][CH2:2]3)=[O:30])[N:20]([C:21]3[CH:26]=[CH:25][CH:24]=[CH:23][CH:22]=3)[N:19]=2)=[O:28])[CH2:75][CH2:76]1)[CH2:65][CH2:66][CH3:67], predict the reactants needed to synthesize it. The reactants are: [CH:1]1([NH:5][C:6]([C@@H:8]2[CH2:12][CH2:11][CH2:10][N:9]2[C:13](=[O:30])[CH2:14][O:15][C:16]2[N:20]([C:21]3[CH:26]=[CH:25][CH:24]=[CH:23][CH:22]=3)[N:19]=[C:18]([C:27](O)=[O:28])[CH:17]=2)=[O:7])[CH2:4][CH2:3][CH2:2]1.CN(C(ON1N=NC2C=CC=NC1=2)=[N+](C)C)C.F[P-](F)(F)(F)(F)F.CCN(C(C)C)C(C)C.[CH2:64]([O:68][C:69](=[O:81])[NH:70][CH:71]1[CH2:76][CH2:75][N:74]([C:77](=[O:80])[CH2:78][NH2:79])[CH2:73][CH2:72]1)[CH2:65][CH2:66][CH3:67]. (3) Given the product [CH3:4][CH3:5].[CH2:4]([Br:3])[CH3:5].[Br:3][CH:4]([Br:6])[CH3:5], predict the reactants needed to synthesize it. The reactants are: CC.[Br:3][CH:4]([Br:6])[CH3:5]. (4) Given the product [N:12]1([C:5]2[CH:4]=[C:3]([OH:2])[CH:8]=[C:7]([N+:9]([O-:11])=[O:10])[CH:6]=2)[CH2:17][CH2:16][O:15][CH2:14][CH2:13]1, predict the reactants needed to synthesize it. The reactants are: C[O:2][C:3]1[CH:4]=[C:5]([N:12]2[CH2:17][CH2:16][O:15][CH2:14][CH2:13]2)[CH:6]=[C:7]([N+:9]([O-:11])=[O:10])[CH:8]=1.N. (5) Given the product [Br:19][C:20]1[CH:21]=[C:22]([NH:23][S:15]([C:1]2[C:10]3[C:5](=[CH:6][CH:7]=[CH:8][CH:9]=3)[CH:4]=[C:3]([S:11]([NH:23][C:22]3[CH:24]=[CH:25][CH:26]=[C:20]([Br:19])[CH:21]=3)(=[O:13])=[O:12])[CH:2]=2)(=[O:17])=[O:16])[CH:24]=[CH:25][CH:26]=1, predict the reactants needed to synthesize it. The reactants are: [C:1]1([S:15](Cl)(=[O:17])=[O:16])[C:10]2[C:5](=[CH:6][CH:7]=[CH:8][CH:9]=2)[CH:4]=[C:3]([S:11](Cl)(=[O:13])=[O:12])[CH:2]=1.[Br:19][C:20]1[CH:21]=[C:22]([CH:24]=[CH:25][CH:26]=1)[NH2:23]. (6) Given the product [CH3:4][C:2]([O:5][C:6]([N:8]1[CH2:13][CH2:12][C:11]([C:14](=[O:22])[C:15]2[CH:20]=[CH:19][C:18]([F:21])=[CH:17][CH:16]=2)([CH3:26])[CH2:10][CH2:9]1)=[O:7])([CH3:1])[CH3:3], predict the reactants needed to synthesize it. The reactants are: [CH3:1][C:2]([O:5][C:6]([N:8]1[CH2:13][CH2:12][CH:11]([C:14](=[O:22])[C:15]2[CH:20]=[CH:19][C:18]([F:21])=[CH:17][CH:16]=2)[CH2:10][CH2:9]1)=[O:7])([CH3:4])[CH3:3].[H-].[Na+].I[CH3:26]. (7) The reactants are: C(O)(C(F)(F)F)=O.[Br:8][C:9]1[CH:10]=[C:11]2[C:15](=[CH:16][CH:17]=1)[N:14]([CH:18]1[CH2:23][CH2:22][N:21]([C:24](OC(C)(C)C)=O)[CH2:20][CH2:19]1)[CH2:13][CH2:12]2.C(=O)[C:32]1[CH:37]=[CH:36][N:35]=[CH:34][CH:33]=1.[BH-](OC(C)=O)(OC(C)=O)OC(C)=O.[Na+]. Given the product [Br:8][C:9]1[CH:10]=[C:11]2[C:15](=[CH:16][CH:17]=1)[N:14]([CH:18]1[CH2:19][CH2:20][N:21]([CH2:24][C:32]3[CH:37]=[CH:36][N:35]=[CH:34][CH:33]=3)[CH2:22][CH2:23]1)[CH2:13][CH2:12]2, predict the reactants needed to synthesize it. (8) Given the product [OH:10][CH2:9][C:6]1[CH:7]=[CH:8][C:3]([CH2:2][N:17]2[CH:18]=[C:13]([C:12]([F:20])([F:21])[F:11])[CH:14]=[CH:15][C:16]2=[O:19])=[CH:4][CH:5]=1, predict the reactants needed to synthesize it. The reactants are: Cl[CH2:2][C:3]1[CH:8]=[CH:7][C:6]([CH2:9][OH:10])=[CH:5][CH:4]=1.[F:11][C:12]([F:21])([F:20])[C:13]1[CH:14]=[CH:15][C:16]([OH:19])=[N:17][CH:18]=1.C(=O)([O-])[O-].[K+].[K+].